Dataset: Catalyst prediction with 721,799 reactions and 888 catalyst types from USPTO. Task: Predict which catalyst facilitates the given reaction. Reactant: [CH2:1]([C:3]1([CH3:13])[C:11]2[C:6](=[CH:7][CH:8]=[CH:9][CH:10]=2)[NH:5][C:4]1=[O:12])[CH3:2].C(O)(=O)C.[Br:18]Br.S([O-])([O-])(=O)=S.[Na+].[Na+]. Product: [Br:18][C:9]1[CH:10]=[C:11]2[C:6](=[CH:7][CH:8]=1)[NH:5][C:4](=[O:12])[C:3]2([CH2:1][CH3:2])[CH3:13]. The catalyst class is: 2.